This data is from Reaction yield outcomes from USPTO patents with 853,638 reactions. The task is: Predict the reaction yield, written as a fraction of the theoretical maximum amount of product (1.0 means a 100% yield; for example, 0.34 means a 34% yield). (1) The reactants are [Cl-].O[NH3+:3].[C:4](=[O:7])([O-])[OH:5].[Na+].CS(C)=O.[O:13]=[C:14]1[C:19]([CH2:20][C:21]2[CH:26]=[CH:25][C:24]([C:27]3[C:28]([C:33]#[N:34])=[CH:29][CH:30]=[CH:31][CH:32]=3)=[CH:23][CH:22]=2)=[C:18]([CH2:35][CH2:36][CH3:37])[N:17]2[N:38]=[CH:39][CH:40]=[C:16]2[N:15]1[CH:41]1[CH2:46][CH2:45][O:44][CH2:43][CH2:42]1. The catalyst is C(OCC)(=O)C. The product is [O:7]=[C:4]1[O:5][N:3]=[C:33]([C:28]2[CH:29]=[CH:30][CH:31]=[CH:32][C:27]=2[C:24]2[CH:25]=[CH:26][C:21]([CH2:20][C:19]3[C:14](=[O:13])[N:15]([CH:41]4[CH2:42][CH2:43][O:44][CH2:45][CH2:46]4)[C:16]4[N:17]([N:38]=[CH:39][CH:40]=4)[C:18]=3[CH2:35][CH2:36][CH3:37])=[CH:22][CH:23]=2)[NH:34]1. The yield is 0.520. (2) The reactants are O[CH:2]=[C:3]1[C:11]2[C:6](=[CH:7][CH:8]=[C:9]([C:12]([C:14]3[CH:15]=[C:16]([NH:20][C:21]([C:23]4[N:24]([CH2:29][CH3:30])[N:25]=[C:26]([CH3:28])[CH:27]=4)=[O:22])[CH:17]=[CH:18][CH:19]=3)=[O:13])[CH:10]=2)[NH:5][C:4]1=[O:31].[NH2:32][C:33]1[CH:34]=[C:35]([OH:39])[CH:36]=[CH:37][CH:38]=1. The catalyst is C1COCC1. The product is [OH:39][C:35]1[CH:34]=[C:33]([NH:32][CH:2]=[C:3]2[C:11]3[C:6](=[CH:7][CH:8]=[C:9]([C:12]([C:14]4[CH:15]=[C:16]([NH:20][C:21]([C:23]5[N:24]([CH2:29][CH3:30])[N:25]=[C:26]([CH3:28])[CH:27]=5)=[O:22])[CH:17]=[CH:18][CH:19]=4)=[O:13])[CH:10]=3)[NH:5][C:4]2=[O:31])[CH:38]=[CH:37][CH:36]=1. The yield is 0.790.